This data is from Forward reaction prediction with 1.9M reactions from USPTO patents (1976-2016). The task is: Predict the product of the given reaction. (1) Given the reactants C([O-])([O-])=O.[K+].[K+].[CH3:7][CH:8]([CH3:24])[C:9]([NH:11][C:12]1[CH:17]=[CH:16][CH:15]=[C:14]([CH:18]2[CH2:23][CH2:22][NH:21][CH2:20][CH2:19]2)[CH:13]=1)=[O:10].Cl[CH2:26][CH2:27][CH2:28][C:29]([C:31]1[S:32][CH:33]=[CH:34][CH:35]=1)=[O:30], predict the reaction product. The product is: [CH3:7][CH:8]([CH3:24])[C:9]([NH:11][C:12]1[CH:17]=[CH:16][CH:15]=[C:14]([CH:18]2[CH2:23][CH2:22][N:21]([CH2:26][CH2:27][CH2:28][C:29](=[O:30])[C:31]3[S:32][CH:33]=[CH:34][CH:35]=3)[CH2:20][CH2:19]2)[CH:13]=1)=[O:10]. (2) The product is: [CH2:7]1[C:3]2([CH2:4][CH2:5][CH2:6]2)[CH2:1][CH2:11][O:10][C:8]1=[O:9]. Given the reactants [CH:1]([C:3]1([CH2:7][C:8]([O:10][CH3:11])=[O:9])[CH2:6][CH2:5][CH2:4]1)=C.[OH-].[Na+].OO.Cl, predict the reaction product. (3) Given the reactants CC(C)([O-])C.[K+].[CH3:7][N:8]1[CH2:13][CH2:12][N:11]([CH2:14][CH2:15][OH:16])[CH2:10][CH2:9]1.C(O)(C)(C)C.[CH:22]1([C:25]2[C:33]3[C:28](=[CH:29][CH:30]=[CH:31][C:32]=3[NH:34][C:35]([C:37]3[N:41]4[CH:42]=[CH:43][C:44](F)=[CH:45][C:40]4=[N:39][CH:38]=3)=[O:36])[N:27]([CH2:47][C:48]3[C:49](=[O:55])[N:50]([CH3:54])[CH:51]=[CH:52][CH:53]=3)[N:26]=2)[CH2:24][CH2:23]1, predict the reaction product. The product is: [CH:22]1([C:25]2[C:33]3[C:28](=[CH:29][CH:30]=[CH:31][C:32]=3[NH:34][C:35]([C:37]3[N:41]4[CH:42]=[CH:43][C:44]([O:16][CH2:15][CH2:14][N:11]5[CH2:12][CH2:13][N:8]([CH3:7])[CH2:9][CH2:10]5)=[CH:45][C:40]4=[N:39][CH:38]=3)=[O:36])[N:27]([CH2:47][C:48]3[C:49](=[O:55])[N:50]([CH3:54])[CH:51]=[CH:52][CH:53]=3)[N:26]=2)[CH2:24][CH2:23]1. (4) Given the reactants [C:1]([OH:8])(=[O:7])/[CH:2]=[CH:3]/[CH:4]=[CH:5]/[CH3:6].[CH2:9]([CH:11]1[O:13][CH2:12]1)Cl, predict the reaction product. The product is: [C:1]([O:8][CH2:9][CH:11]1[O:13][CH2:12]1)(=[O:7])/[CH:2]=[CH:3]/[CH:4]=[CH:5]/[CH3:6]. (5) The product is: [CH3:27][C:11]1[C:12]2[NH:18][C:19]([CH:21]3[CH2:26][CH2:25][O:24][CH2:23][CH2:22]3)=[N:15][C:13]=2[CH:14]=[C:9]([OH:8])[CH:10]=1. Given the reactants C([O:8][C:9]1[CH:14]=[C:13]([N+:15]([O-])=O)[C:12]([NH:18][C:19]([CH:21]2[CH2:26][CH2:25][O:24][CH2:23][CH2:22]2)=O)=[C:11]([CH3:27])[CH:10]=1)C1C=CC=CC=1.[H][H], predict the reaction product. (6) Given the reactants [C:1]([O:5][C:6]([N:8]1[C:21]2[C:13](=[CH:14][C:15]3[CH2:16][O:17][CH2:18][C:19]=3[CH:20]=2)[C@@H:12]([N:22]([CH2:25][C:26]2[CH:31]=[C:30]([C:32]([F:35])([F:34])[F:33])[CH:29]=[C:28]([C:36]([F:39])([F:38])[F:37])[CH:27]=2)[C:23]#[N:24])[CH2:11][CH2:10][CH2:9]1)=[O:7])([CH3:4])([CH3:3])[CH3:2].[N:40]([Sn](CCCC)(CCCC)CCCC)=[N+:41]=[N-:42], predict the reaction product. The product is: [C:1]([O:5][C:6]([N:8]1[C:21]2[C:13](=[CH:14][C:15]3[CH2:16][O:17][CH2:18][C:19]=3[CH:20]=2)[C@@H:12]([N:22]([CH2:25][C:26]2[CH:27]=[C:28]([C:36]([F:38])([F:39])[F:37])[CH:29]=[C:30]([C:32]([F:34])([F:33])[F:35])[CH:31]=2)[C:23]2[N:40]=[N:41][NH:42][N:24]=2)[CH2:11][CH2:10][CH2:9]1)=[O:7])([CH3:4])([CH3:2])[CH3:3]. (7) Given the reactants [Br:1][C:2]1[CH:3]=[C:4]2[C:9](=[CH:10][CH:11]=1)[N:8]=[C:7](Cl)[CH:6]=[C:5]2[C:13]1[S:14][CH:15]=[CH:16][CH:17]=1.[C:18](OCC)(=[O:21])[NH:19][NH2:20].C(O)C.Br, predict the reaction product. The product is: [Br:1][C:2]1[CH:3]=[C:4]2[C:9](=[CH:10][CH:11]=1)[N:8]1[C:18](=[O:21])[NH:19][N:20]=[C:7]1[CH:6]=[C:5]2[C:13]1[S:14][CH:15]=[CH:16][CH:17]=1. (8) The product is: [C:33]([O:37][C:38]([N:40]1[CH2:45][CH2:44][C:43](=[CH:13][Br:12])[CH2:42][CH2:41]1)=[O:39])([CH3:36])([CH3:35])[CH3:34]. Given the reactants [Li+].C[Si]([N-][Si](C)(C)C)(C)C.[Br-].[Br:12][CH2:13][P+](C1C=CC=CC=1)(C1C=CC=CC=1)C1C=CC=CC=1.[C:33]([O:37][C:38]([N:40]1[CH2:45][CH2:44][C:43](=O)[CH2:42][CH2:41]1)=[O:39])([CH3:36])([CH3:35])[CH3:34], predict the reaction product. (9) Given the reactants [Cl:1][C:2]1[CH:10]=[CH:9][C:5]([CH:6]2[O:8][CH2:7]2)=[CH:4][CH:3]=1.N([O-])=O.[Na+], predict the reaction product. The product is: [Cl:1][C:2]1[CH:10]=[CH:9][C:5]([C@@H:6]2[O:8][CH2:7]2)=[CH:4][CH:3]=1. (10) The product is: [NH2:1][C:2]1[C:11]2[N:12]=[C:13]([CH2:20][OH:21])[N:14]([CH2:15][C:16]([CH3:17])([OH:18])[CH3:19])[C:10]=2[C:9]2[CH:8]=[CH:7][C:6]([O:24][CH2:25][C:26]3[N:27]=[CH:28][S:29][CH:30]=3)=[CH:5][C:4]=2[N:3]=1. Given the reactants [NH2:1][C:2]1[C:11]2[N:12]=[C:13]([CH2:20][O:21]CC)[N:14]([CH2:15][C:16]([CH3:19])([OH:18])[CH3:17])[C:10]=2[C:9]2[CH:8]=[CH:7][C:6]([O:24][CH2:25][C:26]3[N:27]=[CH:28][S:29][CH:30]=3)=[CH:5][C:4]=2[N:3]=1.B(Br)(Br)Br, predict the reaction product.